The task is: Predict the reactants needed to synthesize the given product.. This data is from Full USPTO retrosynthesis dataset with 1.9M reactions from patents (1976-2016). (1) Given the product [Cl:21][C:20]1[C:19]([O:22][CH3:23])=[CH:18][C:17]([O:24][CH3:25])=[C:16]([Cl:26])[C:15]=1[NH:14][C:12]([C:7]1[CH:8]=[CH:9][CH:10]=[C:11]2[C:6]=1[N:5]=[CH:4][N:3]=[C:2]2[NH:40][C:37]1[CH:36]=[CH:35][C:34]([CH2:33][N:30]2[CH2:31][CH2:32][O:27][CH2:28][CH2:29]2)=[CH:39][N:38]=1)=[O:13], predict the reactants needed to synthesize it. The reactants are: Cl[C:2]1[C:11]2[C:6](=[C:7]([C:12]([NH:14][C:15]3[C:20]([Cl:21])=[C:19]([O:22][CH3:23])[CH:18]=[C:17]([O:24][CH3:25])[C:16]=3[Cl:26])=[O:13])[CH:8]=[CH:9][CH:10]=2)[N:5]=[CH:4][N:3]=1.[O:27]1[CH2:32][CH2:31][N:30]([CH2:33][C:34]2[CH:35]=[CH:36][C:37]([NH2:40])=[N:38][CH:39]=2)[CH2:29][CH2:28]1.O1CCOCC1. (2) Given the product [ClH:27].[N:1]1[CH:6]=[CH:5][CH:4]=[C:3]([CH:7]2[CH2:13][CH:12]3[N:14]([C:15]([N:17]4[C:26]5[C:21](=[CH:22][CH:23]=[CH:24][CH:25]=5)[CH2:20][CH2:19][CH2:18]4)=[O:16])[CH:9]([CH2:10][CH2:11]3)[CH2:8]2)[CH:2]=1, predict the reactants needed to synthesize it. The reactants are: [N:1]1[CH:6]=[CH:5][CH:4]=[C:3]([CH:7]2[CH2:13][CH:12]3[N:14]([C:15]([N:17]4[C:26]5[C:21](=[CH:22][CH:23]=[CH:24][CH:25]=5)[CH2:20][CH2:19][CH2:18]4)=[O:16])[CH:9]([CH2:10][CH2:11]3)[CH2:8]2)[CH:2]=1.[ClH:27]. (3) Given the product [N:1]12[CH2:8][CH2:7][C:4]([CH2:9][NH:10][C:11]([C:13]3[C:21]4[C:16](=[CH:17][CH:18]=[CH:19][CH:20]=4)[NH:15][N:22]=3)=[O:12])([CH2:5][CH2:6]1)[CH2:3][CH2:2]2, predict the reactants needed to synthesize it. The reactants are: [N:1]12[CH2:8][CH2:7][C:4]([CH2:9][NH:10][C:11]([C:13]3[C:21]4[C:16](=[CH:17][CH:18]=[CH:19][CH:20]=4)[NH:15]C=3)=[O:12])([CH2:5][CH2:6]1)[CH2:3][CH2:2]2.[NH:22]1C2C(=CC=CC=2)C(C(Cl)=O)=N1. (4) Given the product [CH2:1]([N:8]1[C:12]2[C:13]([Br:18])=[C:14]([NH2:17])[CH:15]=[CH:16][C:11]=2[N:10]=[CH:9]1)[C:2]1[CH:3]=[CH:4][CH:5]=[CH:6][CH:7]=1, predict the reactants needed to synthesize it. The reactants are: [CH2:1]([N:8]1[C:12]2[CH:13]=[C:14]([NH2:17])[CH:15]=[CH:16][C:11]=2[N:10]=[CH:9]1)[C:2]1[CH:7]=[CH:6][CH:5]=[CH:4][CH:3]=1.[Br:18]Br.N.CO.C(Cl)(Cl)Cl.